This data is from Forward reaction prediction with 1.9M reactions from USPTO patents (1976-2016). The task is: Predict the product of the given reaction. (1) Given the reactants [I:1][C:2]1[CH:8]=[CH:7][CH:6]=[CH:5][C:3]=1[NH2:4].[F:9][C:10]([F:20])([F:19])[C:11](=O)[CH2:12][C:13](OCC)=[O:14].[OH-].[Na+], predict the reaction product. The product is: [I:1][C:2]1[CH:8]=[CH:7][CH:6]=[C:5]2[C:3]=1[NH:4][C:11]([C:10]([F:20])([F:19])[F:9])=[CH:12][C:13]2=[O:14]. (2) The product is: [CH2:37]([O:8][C:6]([C:5]1[NH:1][N:2]=[C:3]([C:9](=[O:11])[NH:26][C@H:17]([CH2:18][C:19]2[CH:24]=[CH:23][CH:22]=[CH:21][C:20]=2[Cl:25])[CH2:16][C:15]([O:14][CH2:12][CH3:13])=[O:27])[CH:4]=1)=[O:7])[CH3:38]. Given the reactants [NH:1]1[C:5]([C:6]([OH:8])=[O:7])=[CH:4][C:3]([C:9]([OH:11])=O)=[N:2]1.[CH2:12]([O:14][C:15](=[O:27])[CH2:16][C@H:17]([NH2:26])[CH2:18][C:19]1[CH:24]=[CH:23][CH:22]=[CH:21][C:20]=1[Cl:25])[CH3:13].CN(C(ON1N=N[C:38]2C=CC=N[C:37]1=2)=[N+](C)C)C.F[P-](F)(F)(F)(F)F.CCN(C(C)C)C(C)C.OS(O)(=O)=O, predict the reaction product. (3) Given the reactants [NH2:1][CH2:2][CH2:3][CH2:4][C:5]([OH:7])=[O:6].Cl[C:9]([O:11][CH2:12][C:13]1[CH:18]=[CH:17][CH:16]=[CH:15][CH:14]=1)=[O:10], predict the reaction product. The product is: [CH2:12]([O:11][C:9]([NH:1][CH2:2][CH2:3][CH2:4][C:5]([OH:7])=[O:6])=[O:10])[C:13]1[CH:18]=[CH:17][CH:16]=[CH:15][CH:14]=1.